This data is from Forward reaction prediction with 1.9M reactions from USPTO patents (1976-2016). The task is: Predict the product of the given reaction. (1) Given the reactants [Mg].Br[C:3]1[CH:8]=[CH:7][CH:6]=[C:5]([O:9][CH2:10][C:11]2[CH:16]=[CH:15][CH:14]=[CH:13][CH:12]=2)[CH:4]=1.[C:17]1(=[O:22])[CH2:21][CH2:20][CH2:19][CH2:18]1.[Cl-].[NH4+], predict the reaction product. The product is: [CH2:10]([O:9][C:5]1[CH:4]=[C:3]([C:17]2([OH:22])[CH2:21][CH2:20][CH2:19][CH2:18]2)[CH:8]=[CH:7][CH:6]=1)[C:11]1[CH:16]=[CH:15][CH:14]=[CH:13][CH:12]=1. (2) The product is: [CH3:30][S:31]([C:2]1[CH:7]=[CH:6][C:5]([C:8]2[N:13]=[CH:12][C:11]([O:14][CH2:15][CH:16]3[CH2:21][CH2:20][N:19]([C:22]([O:24][C:25]([CH3:28])([CH3:27])[CH3:26])=[O:23])[CH2:18][CH2:17]3)=[CH:10][N:9]=2)=[CH:4][CH:3]=1)(=[O:33])=[O:32]. Given the reactants Br[C:2]1[CH:7]=[CH:6][C:5]([C:8]2[N:13]=[CH:12][C:11]([O:14][CH2:15][CH:16]3[CH2:21][CH2:20][N:19]([C:22]([O:24][C:25]([CH3:28])([CH3:27])[CH3:26])=[O:23])[CH2:18][CH2:17]3)=[CH:10][N:9]=2)=[CH:4][CH:3]=1.[Na+].[CH3:30][S:31]([O-:33])=[O:32].N1CCC[C@H]1C(O)=O.[OH-].[Na+], predict the reaction product.